From a dataset of Reaction yield outcomes from USPTO patents with 853,638 reactions. Predict the reaction yield, written as a fraction of the theoretical maximum amount of product (1.0 means a 100% yield; for example, 0.34 means a 34% yield). (1) The reactants are [OH:1][C:2]1[CH:7]=[CH:6][CH:5]=[CH:4][C:3]=1[S:8][CH3:9].F[C:11]1[CH:16]=[CH:15][C:14](F)=[CH:13][C:12]=1[N+:18]([O-:20])=[O:19].[F:21][C:22]1[CH:28]=[CH:27][C:25]([NH2:26])=[C:24]([O:29][C:30]2[CH:35]=[CH:34][CH:33]=[CH:32][C:31]=2[S:36][CH3:37])[CH:23]=1.[NH2:38][C:39]1[S:40][CH:41]=[CH:42][N:43]=1. No catalyst specified. The product is [F:21][C:15]1[CH:14]=[CH:13][C:12]([N+:18]([O-:20])=[O:19])=[C:11]([O:1][C:2]2[CH:7]=[CH:6][CH:5]=[CH:4][C:3]=2[S:8][CH3:9])[CH:16]=1.[F:21][C:22]1[CH:28]=[CH:27][C:25]([NH:26][C:2]([NH:38][C:39]2[S:40][CH:41]=[CH:42][N:43]=2)=[O:1])=[C:24]([O:29][C:30]2[CH:35]=[CH:34][CH:33]=[CH:32][C:31]=2[S:36][CH3:37])[CH:23]=1. The yield is 0.680. (2) The reactants are [F:1][C:2]1[CH:25]=[CH:24][CH:23]=[CH:22][C:3]=1[CH2:4][N:5]1[CH:9]=[C:8]([CH:10]=[O:11])[N:7]=[C:6]1[C:12]1[CH:17]=[CH:16][C:15]([S:18]([NH2:21])(=[O:20])=[O:19])=[CH:14][CH:13]=1.[Mn]([O-])(=O)(=O)=[O:27].[K+].S([O-])([O-])(=O)=S.[Na+].[Na+]. The catalyst is CC(C)=O.O. The product is [NH2:21][S:18]([C:15]1[CH:14]=[CH:13][C:12]([C:6]2[N:5]([CH2:4][C:3]3[CH:22]=[CH:23][CH:24]=[CH:25][C:2]=3[F:1])[CH:9]=[C:8]([C:10]([OH:27])=[O:11])[N:7]=2)=[CH:17][CH:16]=1)(=[O:20])=[O:19]. The yield is 0.550. (3) The reactants are [NH:1]([C:5]1[CH:10]=[CH:9][C:8]([OH:11])=[CH:7][CH:6]=1)C(C)=O.[OH-].[Li+].[O-2].[Al+3].[O-2].[O-2].[Al+3].[C:19](=[O:21])=[O:20]. No catalyst specified. The product is [NH2:1][C:5]1[CH:6]=[C:7]([C:19]([OH:21])=[O:20])[C:8]([OH:11])=[CH:9][CH:10]=1. The yield is 0.850. (4) The reactants are Br[CH2:2][C:3]([C:5]1[CH:6]=[C:7]2[C:12](=[CH:13][CH:14]=1)[N:11]=[CH:10][CH:9]=[CH:8]2)=[O:4].[Cl:15][C:16]1[N:21]=[N:20][C:19](/[N:22]=[CH:23]/N(C)C)=[CH:18][CH:17]=1.CN(C=O)C. No catalyst specified. The product is [Cl:15][C:16]1[CH:17]=[CH:18][C:19]2[N:20]([C:2]([C:3]([C:5]3[CH:6]=[C:7]4[C:12](=[CH:13][CH:14]=3)[N:11]=[CH:10][CH:9]=[CH:8]4)=[O:4])=[CH:23][N:22]=2)[N:21]=1. The yield is 0.610. (5) The yield is 0.800. The product is [CH2:1]([C:3]1[CH:4]=[CH:5][C:6]([CH:9]2[CH2:10][O:17]2)=[N:7][CH:8]=1)[CH3:2]. The reactants are [CH2:1]([C:3]1[CH:4]=[CH:5][C:6]([CH:9]=[CH2:10])=[N:7][CH:8]=1)[CH3:2].BrN1C(=[O:17])CCC1=O.C([O-])([O-])=O.[K+].[K+].CO. The catalyst is CS(C)=O.O. (6) The reactants are Cl[C:2]1[CH:3]=[C:4]([CH:9]=[C:10]([Cl:12])[N:11]=1)[C:5]([O:7][CH3:8])=[O:6].C[O-].C([Sn+](CCCC)CCCC)CCC.C1(C)C=CC=CC=1.C([O:38][C:39]([CH3:41])=[CH2:40])(=O)C. The catalyst is C(OCC)C.CC1C(P(C2C(C)=CC=CC=2)C2C(C)=CC=CC=2)=CC=CC=1.CC1C(P(C2C(C)=CC=CC=2)C2C(C)=CC=CC=2)=CC=CC=1.Cl[Pd]Cl. The product is [CH3:8][O:7][C:5](=[O:6])[C:4]1[CH:3]=[C:2]([CH2:40][C:39](=[O:38])[CH3:41])[N:11]=[C:10]([Cl:12])[CH:9]=1. The yield is 0.290. (7) The reactants are [N:1]1[CH:6]=[CH:5][C:4]([C:7]2[NH:8][C:9](=O)[C:10]3[CH:16]=[CH:15][N:14]=[CH:13][C:11]=3[N:12]=2)=[CH:3][CH:2]=1.CCN(C(C)C)C(C)C.C(C1C=C(C(C)C)C=C(C(C)C)C=1S(Cl)(=O)=O)(C)C.[C:46]([N:53]1[CH2:58][CH2:57][NH:56][CH2:55][CH2:54]1)([O:48][C:49]([CH3:52])([CH3:51])[CH3:50])=[O:47]. The catalyst is CN(C1C=CN=CC=1)C.O.CN(C=O)C. The product is [C:49]([O:48][C:46]([N:53]1[CH2:58][CH2:57][N:56]([C:9]2[C:10]3[CH:16]=[CH:15][N:14]=[CH:13][C:11]=3[N:12]=[C:7]([C:4]3[CH:5]=[CH:6][N:1]=[CH:2][CH:3]=3)[N:8]=2)[CH2:55][CH2:54]1)=[O:47])([CH3:52])([CH3:50])[CH3:51]. The yield is 0.680. (8) The reactants are [CH3:1][N:2]([CH3:19])[C:3]([CH2:5][CH2:6][CH2:7][C:8]#[C:9][C:10]1[CH:11]=[C:12]([CH:16]=[CH:17][CH:18]=1)[C:13]([OH:15])=O)=[O:4].CCN=C=N[CH2:25][CH2:26][CH2:27][N:28](C)C.C(N(CC)CC)C. The catalyst is ClCCl. The product is [CH:27]1([NH:28][C:13](=[O:15])[C:12]2[CH:16]=[CH:17][CH:18]=[C:10]([C:9]#[C:8][CH2:7][CH2:6][CH2:5][C:3](=[O:4])[N:2]([CH3:1])[CH3:19])[CH:11]=2)[CH2:25][CH2:26]1. The yield is 0.910. (9) The reactants are [F:1][C:2]1[CH:9]=[CH:8][C:5]([CH2:6][NH2:7])=[CH:4][CH:3]=1.N1CCOCC1.[CH3:16][C:17]1([CH3:27])[O:21][C:20](=[CH:22][C:23](Cl)=[O:24])[C:19](=[O:26])[O:18]1. The catalyst is C(Cl)Cl. The product is [CH3:16][C:17]1([CH3:27])[O:21][C:20](=[CH:22][C:23]([NH:7][CH2:6][C:5]2[CH:8]=[CH:9][C:2]([F:1])=[CH:3][CH:4]=2)=[O:24])[C:19](=[O:26])[O:18]1. The yield is 1.00. (10) The reactants are [CH2:1]([S:3](Cl)(=[O:5])=[O:4])[CH3:2].[NH2:7][CH2:8][CH2:9][CH2:10][CH2:11][CH2:12][CH2:13][CH2:14][C:15]([OH:17])=[O:16]. The catalyst is O1CCOCC1.[OH-].[Na+]. The product is [CH2:1]([S:3]([NH:7][CH2:8][CH2:9][CH2:10][CH2:11][CH2:12][CH2:13][CH2:14][C:15]([OH:17])=[O:16])(=[O:5])=[O:4])[CH3:2]. The yield is 0.380.